Dataset: Full USPTO retrosynthesis dataset with 1.9M reactions from patents (1976-2016). Task: Predict the reactants needed to synthesize the given product. (1) Given the product [C:29]([C:28]1[CH:32]=[CH:33][C:34]([F:35])=[C:26]([NH:25][CH:11]([C:41]2[CH:42]=[CH:43][C:44]([F:45])=[C:39]([O:38][CH2:36][CH3:37])[CH:40]=2)[C:12]([OH:14])=[O:13])[CH:27]=1)(=[O:30])[NH2:31], predict the reactants needed to synthesize it. The reactants are: C(C1C=C(N[CH:11](C2C=CC(OC)=C(OC)C=2)[C:12]([OH:14])=[O:13])C=CC=1)(=O)N.[NH2:25][C:26]1[CH:27]=[C:28]([CH:32]=[CH:33][C:34]=1[F:35])[C:29]([NH2:31])=[O:30].[CH2:36]([O:38][C:39]1[CH:40]=[C:41](B(O)O)[CH:42]=[CH:43][C:44]=1[F:45])[CH3:37].O.C(O)(=O)C=O. (2) Given the product [CH2:1]([CH:8]1[CH2:9][CH2:10][N:11]([C:14]2[CH:15]=[CH:16][C:17]([NH2:20])=[CH:18][CH:19]=2)[CH2:12][CH2:13]1)[C:2]1[CH:7]=[CH:6][CH:5]=[CH:4][CH:3]=1, predict the reactants needed to synthesize it. The reactants are: [CH2:1]([CH:8]1[CH2:13][CH2:12][N:11]([C:14]2[CH:19]=[CH:18][C:17]([N+:20]([O-])=O)=[CH:16][CH:15]=2)[CH2:10][CH2:9]1)[C:2]1[CH:7]=[CH:6][CH:5]=[CH:4][CH:3]=1. (3) Given the product [CH2:47]([N:46]([CH3:45])[C:10](=[O:12])[C@@H:9]([NH:8][C:6](=[O:7])[O:5][C:1]([CH3:2])([CH3:3])[CH3:4])[C:13]1[CH:18]=[CH:17][CH:16]=[CH:15][CH:14]=1)[C:48]1[CH:53]=[CH:52][CH:51]=[CH:50][CH:49]=1, predict the reactants needed to synthesize it. The reactants are: [C:1]([O:5][C:6]([NH:8][C@@H:9]([C:13]1[CH:18]=[CH:17][CH:16]=[CH:15][CH:14]=1)[C:10]([OH:12])=O)=[O:7])([CH3:4])([CH3:3])[CH3:2].O.ON1C2C=CC=CC=2N=N1.C1(N=C=NC2CCCCC2)CCCCC1.[CH3:45][NH:46][CH2:47][C:48]1[CH:53]=[CH:52][CH:51]=[CH:50][CH:49]=1. (4) Given the product [SH:1][C:4]1[CH:9]=[C:8]([C:10]2[CH:15]=[CH:14][CH:13]=[CH:12][CH:11]=2)[C:7]([OH:16])=[CH:6][CH:5]=1, predict the reactants needed to synthesize it. The reactants are: [S:1]([C:4]1[CH:9]=[C:8]([C:10]2[CH:15]=[CH:14][CH:13]=[CH:12][CH:11]=2)[C:7]([OH:16])=[CH:6][CH:5]=1)C#N.O.O.O.O.O.O.O.O.O.[S-2].[Na+].[Na+].Cl. (5) Given the product [CH2:16]([O:15][C:13]([C:2]1[NH:1][C:5]([C:6]([OH:8])=[O:7])=[CH:4][N:3]=1)=[O:14])[CH3:17], predict the reactants needed to synthesize it. The reactants are: [NH:1]1[C:5]([C:6]([O:8]C(C)(C)C)=[O:7])=[CH:4][N:3]=[C:2]1[C:13]([O:15][CH2:16][CH3:17])=[O:14].C(O)(C(F)(F)F)=O. (6) Given the product [F:34][CH:33]([F:35])[C:25]1[N:24]([C:22]2[CH:21]=[C:20]([N:36]3[CH2:41][CH2:40][O:39][CH2:38][CH2:37]3)[N:19]=[C:18]([NH:17][C@H:14]3[CH2:15][CH2:16][C@H:11]([N:10]4[CH2:4][CH2:5][CH2:6][S:7]4(=[O:9])=[O:8])[CH2:12][CH2:13]3)[N:23]=2)[C:28]2[CH:29]=[CH:30][CH:31]=[CH:32][C:27]=2[N:26]=1, predict the reactants needed to synthesize it. The reactants are: [H-].[Na+].Cl[CH2:4][CH2:5][CH2:6][S:7]([NH:10][C@H:11]1[CH2:16][CH2:15][C@H:14]([NH:17][C:18]2[N:23]=[C:22]([N:24]3[C:28]4[CH:29]=[CH:30][CH:31]=[CH:32][C:27]=4[N:26]=[C:25]3[CH:33]([F:35])[F:34])[CH:21]=[C:20]([N:36]3[CH2:41][CH2:40][O:39][CH2:38][CH2:37]3)[N:19]=2)[CH2:13][CH2:12]1)(=[O:9])=[O:8].O. (7) Given the product [Cl:1][C:2]1[C:7]2[C:6](=[CH:11][C:10]([CH3:12])=[CH:9][CH:8]=2)[N:5]=[C:4]([C:13]2[C:14]([F:21])=[CH:15][CH:16]=[CH:17][C:18]=2[OH:19])[N:3]=1, predict the reactants needed to synthesize it. The reactants are: [Cl:1][C:2]1[C:11]2[C:6](=[CH:7][CH:8]=[CH:9][C:10]=2[CH3:12])[N:5]=[C:4]([C:13]2[C:18]([O:19]C)=[CH:17][CH:16]=[CH:15][C:14]=2[F:21])[N:3]=1.B(Br)(Br)Br. (8) Given the product [C:1]1([S:7][CH2:8][CH2:9][S:10][CH2:11][CH:13]([OH:15])[CH2:14][S:10][CH2:9][CH2:8][S:7][C:1]2[CH:6]=[CH:5][CH:4]=[CH:3][CH:2]=2)[CH:6]=[CH:5][CH:4]=[CH:3][CH:2]=1, predict the reactants needed to synthesize it. The reactants are: [C:1]1([S:7][CH2:8][CH2:9][SH:10])[CH:6]=[CH:5][CH:4]=[CH:3][CH:2]=1.[CH2:11]([CH:13]1[O:15][CH2:14]1)Cl.